From a dataset of Catalyst prediction with 721,799 reactions and 888 catalyst types from USPTO. Predict which catalyst facilitates the given reaction. Reactant: Cl.[Br:2][C:3]1[CH:4]=[C:5]([Cl:12])[C:6]([CH2:9][CH2:10][NH2:11])=[N:7][CH:8]=1.[F:13][C:14]([F:25])([F:24])[C:15]1[CH:23]=[CH:22][CH:21]=[CH:20][C:16]=1[C:17](O)=[O:18].CCN=C=NCCCN(C)C.Cl.C1C=CC2N(O)N=NC=2C=1. Product: [Br:2][C:3]1[CH:4]=[C:5]([Cl:12])[C:6]([CH2:9][CH2:10][NH:11][C:17](=[O:18])[C:16]2[CH:20]=[CH:21][CH:22]=[CH:23][C:15]=2[C:14]([F:13])([F:24])[F:25])=[N:7][CH:8]=1. The catalyst class is: 295.